Dataset: Forward reaction prediction with 1.9M reactions from USPTO patents (1976-2016). Task: Predict the product of the given reaction. (1) Given the reactants [NH2:1][C:2]1[C:7]([N+:8]([O-:10])=[O:9])=[C:6](Cl)[CH:5]=[CH:4][N:3]=1.[C:12]([O:15][CH2:16][C:17]1[C:22](B2OC(C)(C)C(C)(C)O2)=[CH:21][CH:20]=[CH:19][C:18]=1[N:32]1[CH2:41][CH2:40][C:39]2[C:34](=[CH:35][CH:36]=[C:37]([CH:42]3[CH2:44][CH2:43]3)[CH:38]=2)[C:33]1=[O:45])(=[O:14])[CH3:13].P([O-])([O-])([O-])=O.[K+].[K+].[K+].C([O-])(=O)C.[Na+].C(#N)C, predict the reaction product. The product is: [C:12]([O:15][CH2:16][C:17]1[C:18]([N:32]2[CH2:41][CH2:40][C:39]3[C:34](=[CH:35][CH:36]=[C:37]([CH:42]4[CH2:44][CH2:43]4)[CH:38]=3)[C:33]2=[O:45])=[CH:19][CH:20]=[CH:21][C:22]=1[C:6]1[CH:5]=[CH:4][N:3]=[C:2]([NH2:1])[C:7]=1[N+:8]([O-:10])=[O:9])(=[O:14])[CH3:13]. (2) Given the reactants [NH2:1][C:2]1[CH:3]=[C:4]([CH:21]=[CH:22][C:23]=1[O:24][CH:25]1[CH2:27][CH2:26]1)[C:5]([NH:7][C:8]1[CH:9]=[N:10][C:11]([C:14]2[CH:19]=[CH:18][CH:17]=[CH:16][C:15]=2[F:20])=[CH:12][CH:13]=1)=[O:6].Cl.[N:29]1([C:35]2([C:38](O)=[O:39])[CH2:37][CH2:36]2)[CH2:34][CH2:33][O:32][CH2:31][CH2:30]1.C(N(C(C)C)C(C)C)C.C1CN([P+](ON2N=NC3C=CC=CC2=3)(N2CCCC2)N2CCCC2)CC1.F[P-](F)(F)(F)(F)F, predict the reaction product. The product is: [CH:25]1([O:24][C:23]2[CH:22]=[CH:21][C:4]([C:5]([NH:7][C:8]3[CH:9]=[N:10][C:11]([C:14]4[CH:19]=[CH:18][CH:17]=[CH:16][C:15]=4[F:20])=[CH:12][CH:13]=3)=[O:6])=[CH:3][C:2]=2[NH:1][C:38]([C:35]2([N:29]3[CH2:34][CH2:33][O:32][CH2:31][CH2:30]3)[CH2:37][CH2:36]2)=[O:39])[CH2:26][CH2:27]1. (3) Given the reactants [F:1][C:2]([F:20])([F:19])[C:3]([C:6]1[CH:15]=[CH:14][C:13]2[CH2:12][C@H:11]([C:16]([OH:18])=O)[CH2:10][CH2:9][C:8]=2[N:7]=1)([CH3:5])[CH3:4].[Br:21][C:22]1[CH:28]=[CH:27][C:25]([NH2:26])=[CH:24][CH:23]=1.C(N(CC)CC)C, predict the reaction product. The product is: [Br:21][C:22]1[CH:28]=[CH:27][C:25]([NH:26][C:16]([C@@H:11]2[CH2:10][CH2:9][C:8]3[N:7]=[C:6]([C:3]([CH3:5])([CH3:4])[C:2]([F:19])([F:1])[F:20])[CH:15]=[CH:14][C:13]=3[CH2:12]2)=[O:18])=[CH:24][CH:23]=1. (4) Given the reactants ClC1C(NC2C=C(C3CC3)NN=2)=NC([NH:8][C@@H:9]([C:11]2[CH:16]=[CH:15][C:14]([F:17])=[C:13](C)[N:12]=2)[CH3:10])=NC=1.Cl.O1CCOCC1, predict the reaction product. The product is: [F:17][C:14]1[CH:15]=[CH:16][C:11]([C@@H:9]([NH2:8])[CH3:10])=[N:12][CH:13]=1. (5) Given the reactants [CH2:1]([C:4]1[CH:9]=[CH:8][C:7]([CH3:10])=[CH:6][C:5]=1[N+:11]([O-])=O)[CH:2]=[CH2:3], predict the reaction product. The product is: [CH3:10][C:7]1[CH:8]=[CH:9][C:4]([CH2:1][CH2:2][CH3:3])=[C:5]([CH:6]=1)[NH2:11]. (6) Given the reactants [H-].[Na+].[CH2:3]([N:10]1[C:18]2[C:13](=[CH:14][CH:15]=[CH:16][CH:17]=2)[C:12]([CH2:19][C:20]#[N:21])=[CH:11]1)[C:4]1[CH:9]=[CH:8][CH:7]=[CH:6][CH:5]=1.Br[CH2:23][CH2:24][CH2:25][CH2:26]Br.O, predict the reaction product. The product is: [CH2:3]([N:10]1[C:18]2[C:13](=[CH:14][CH:15]=[CH:16][CH:17]=2)[C:12]([C:19]2([C:20]#[N:21])[CH2:26][CH2:25][CH2:24][CH2:23]2)=[CH:11]1)[C:4]1[CH:5]=[CH:6][CH:7]=[CH:8][CH:9]=1. (7) Given the reactants C(OC([N:8]1[CH2:12][CH2:11][CH:10]([CH2:13][C:14]2[CH:24]=[CH:23][C:17]3[O:18][C:19]([F:22])([F:21])[O:20][C:16]=3[CH:15]=2)[CH2:9]1)=O)(C)(C)C.[ClH:25], predict the reaction product. The product is: [ClH:25].[F:22][C:19]1([F:21])[O:18][C:17]2[CH:23]=[CH:24][C:14]([CH2:13][CH:10]3[CH2:11][CH2:12][NH:8][CH2:9]3)=[CH:15][C:16]=2[O:20]1. (8) Given the reactants [CH2:1]([O:3][C:4](=[O:28])[CH2:5][C:6]1[CH:11]=[CH:10][C:9]([O:12][CH3:13])=[C:8]([O:14][C:15]2[CH:20]=[CH:19][C:18]([NH2:21])=[CH:17][C:16]=2[CH2:22][S:23][C:24]([CH3:27])([CH3:26])[CH3:25])[CH:7]=1)[CH3:2].[CH2:29]([N:36]=[C:37]=[O:38])[C:30]1[CH:35]=[CH:34][CH:33]=[CH:32][CH:31]=1, predict the reaction product. The product is: [CH2:1]([O:3][C:4](=[O:28])[CH2:5][C:6]1[CH:11]=[CH:10][C:9]([O:12][CH3:13])=[C:8]([O:14][C:15]2[CH:20]=[CH:19][C:18]([NH:21][C:37]([NH:36][CH2:29][C:30]3[CH:35]=[CH:34][CH:33]=[CH:32][CH:31]=3)=[O:38])=[CH:17][C:16]=2[CH2:22][S:23][C:24]([CH3:27])([CH3:26])[CH3:25])[CH:7]=1)[CH3:2]. (9) Given the reactants [C:1]([C:5]1[O:9][N:8]=[C:7]([CH2:10][OH:11])[CH:6]=1)([CH3:4])([CH3:3])[CH3:2], predict the reaction product. The product is: [C:1]([C:5]1[O:9][N:8]=[C:7]([CH:10]=[O:11])[CH:6]=1)([CH3:4])([CH3:2])[CH3:3]. (10) Given the reactants [NH2:1][C:2]1[CH:7]=[CH:6][C:5]([C:8]2[C:13]([C:14]([N:16]3[CH2:20][CH2:19][CH2:18][CH2:17]3)=[O:15])=[CH:12][CH:11]=[CH:10][C:9]=2[CH3:21])=[CH:4][C:3]=1[CH:22]=O.[OH-].[K+].[C:26]1([CH2:31][C:32]#[N:33])[CH2:30][CH2:29][CH2:28][CH:27]=1, predict the reaction product. The product is: [NH2:33][C:32]1[C:31]([C:26]2[CH2:30][CH2:29][CH2:28][CH:27]=2)=[CH:22][C:3]2[C:2](=[CH:7][CH:6]=[C:5]([C:8]3[C:9]([CH3:21])=[CH:10][CH:11]=[CH:12][C:13]=3[C:14]([N:16]3[CH2:20][CH2:19][CH2:18][CH2:17]3)=[O:15])[CH:4]=2)[N:1]=1.